Binary Classification. Given a drug SMILES string, predict its activity (active/inactive) in a high-throughput screening assay against a specified biological target. From a dataset of Cav3 T-type calcium channel HTS with 100,875 compounds. The compound is [O-][N+](=O)c1c(N2CCC(CC2)C)cc(N2CCC(CC2)C)c(c1)/C=C(\c1nn(c(N)c1C#N)c1ccccc1)C#N. The result is 0 (inactive).